Task: Predict the reactants needed to synthesize the given product.. Dataset: Full USPTO retrosynthesis dataset with 1.9M reactions from patents (1976-2016) (1) Given the product [OH:4][C@@H:3]([C:5]1[CH:10]=[CH:9][CH:8]=[CH:7][CH:6]=1)[C@H:2]([N:1]1[C:18]([C:27]2[CH:28]=[CH:29][CH:30]=[CH:31][CH:32]=2)=[C:19]([C:20]([O:22][CH2:23][CH3:24])=[O:21])[N:25]=[CH:26]1)[C:11]1[CH:16]=[CH:15][CH:14]=[CH:13][CH:12]=1, predict the reactants needed to synthesize it. The reactants are: [NH2:1][C@@H:2]([C:11]1[CH:16]=[CH:15][CH:14]=[CH:13][CH:12]=1)[C@H:3]([C:5]1[CH:10]=[CH:9][CH:8]=[CH:7][CH:6]=1)[OH:4].Br[C:18]([C:27]1[CH:32]=[CH:31][CH:30]=[CH:29][CH:28]=1)=[C:19]([N+:25]#[C-:26])[C:20]([O:22][CH2:23][CH3:24])=[O:21].C(=O)(O)[O-].[Na+]. (2) Given the product [Br:1][C:2]1[CH:10]=[CH:9][C:5]([C:6]([NH:20][CH3:18])=[O:7])=[C:4]([F:11])[CH:3]=1, predict the reactants needed to synthesize it. The reactants are: [Br:1][C:2]1[CH:10]=[CH:9][C:5]([C:6](O)=[O:7])=[C:4]([F:11])[CH:3]=1.CN.C(Cl)CCl.[CH2:18]([N:20](CC)CC)C. (3) Given the product [CH2:1]([O:8][C:9](=[O:33])[CH2:10][C@H:11]([C:13]1[C:18]([C:26]([O:28][CH:29]([CH3:31])[CH3:30])=[O:27])=[N:17][CH:16]=[N:15][C:14]=1[N:20]1[CH2:25][CH2:24][N:23]([C:26]([O:28][C:29]([CH3:32])([CH3:31])[CH3:30])=[O:27])[CH2:22][CH2:21]1)[CH3:12])[C:2]1[CH:7]=[CH:6][CH:5]=[CH:4][CH:3]=1, predict the reactants needed to synthesize it. The reactants are: [CH2:1]([O:8][C:9](=[O:33])[CH2:10][C@H:11]([C:13]1[C:14]([N:20]2[CH2:25][CH2:24][N:23]([C:26]([O:28][C:29]([CH3:32])([CH3:31])[CH3:30])=[O:27])[CH2:22][CH2:21]2)=[N:15][CH:16]=[N:17][C:18]=1Cl)[CH3:12])[C:2]1[CH:7]=[CH:6][CH:5]=[CH:4][CH:3]=1. (4) Given the product [Br:1][C:2]1[CH:7]=[C:6]([O:8][CH2:12][CH2:13][CH2:14][O:15][CH3:16])[C:5]([F:9])=[C:4]([F:10])[CH:3]=1, predict the reactants needed to synthesize it. The reactants are: [Br:1][C:2]1[CH:3]=[C:4]([F:10])[C:5]([F:9])=[C:6]([OH:8])[CH:7]=1.Br[CH2:12][CH2:13][CH2:14][O:15][CH3:16].C(=O)([O-])[O-].[K+].[K+]. (5) The reactants are: [CH3:1][C:2]([C:6]1[CH:11]=[C:10]([N+:12]([O-])=O)[CH:9]=[C:8]([CH2:15][N:16]2[CH2:21][CH2:20][N:19]([CH3:22])[CH2:18][CH2:17]2)[CH:7]=1)([CH3:5])[C:3]#[N:4]. Given the product [NH2:12][C:10]1[CH:11]=[C:6]([C:2]([CH3:5])([CH3:1])[C:3]#[N:4])[CH:7]=[C:8]([CH2:15][N:16]2[CH2:21][CH2:20][N:19]([CH3:22])[CH2:18][CH2:17]2)[CH:9]=1, predict the reactants needed to synthesize it. (6) Given the product [CH3:15][N:16]1[CH2:21][CH2:20][CH:19]([O:22][C:2]2[CH:7]=[CH:6][C:5]([N+:8]([O-:10])=[O:9])=[CH:4][C:3]=2[C:11]([F:14])([F:13])[F:12])[CH2:18][CH2:17]1, predict the reactants needed to synthesize it. The reactants are: F[C:2]1[CH:7]=[CH:6][C:5]([N+:8]([O-:10])=[O:9])=[CH:4][C:3]=1[C:11]([F:14])([F:13])[F:12].[CH3:15][N:16]1[CH2:21][CH2:20][CH:19]([OH:22])[CH2:18][CH2:17]1.